This data is from Catalyst prediction with 721,799 reactions and 888 catalyst types from USPTO. The task is: Predict which catalyst facilitates the given reaction. (1) Reactant: [Cl:1][C:2]1[CH:16]=[C:15]([N+:17]([O-])=O)[CH:14]=[CH:13][C:3]=1[C:4]([N:6]1[CH2:12][CH2:11][CH2:10][CH2:9][CH2:8][CH2:7]1)=[O:5].O.O.[Sn](Cl)Cl.N. Product: [N:6]1([C:4]([C:3]2[CH:13]=[CH:14][C:15]([NH2:17])=[CH:16][C:2]=2[Cl:1])=[O:5])[CH2:7][CH2:8][CH2:9][CH2:10][CH2:11][CH2:12]1. The catalyst class is: 13. (2) Reactant: [N:1]([CH:4]1[CH:9]([N:10]=[N+]=[N-])[CH2:8][CH2:7][N:6]([C:13]([O:15][CH2:16][C:17]2[CH:22]=[CH:21][CH:20]=[CH:19][CH:18]=2)=[O:14])[CH2:5]1)=[N+]=[N-].C1(P(C2C=CC=CC=2)C2C=CC=CC=2)C=CC=CC=1. Product: [NH2:1][CH:4]1[CH:9]([NH2:10])[CH2:8][CH2:7][N:6]([C:13]([O:15][CH2:16][C:17]2[CH:22]=[CH:21][CH:20]=[CH:19][CH:18]=2)=[O:14])[CH2:5]1. The catalyst class is: 20.